The task is: Predict the reactants needed to synthesize the given product.. This data is from Full USPTO retrosynthesis dataset with 1.9M reactions from patents (1976-2016). (1) Given the product [CH:1]([C:3]1[S:7][C:6]([CH2:8][OH:9])=[CH:5][CH:4]=1)=[CH2:2], predict the reactants needed to synthesize it. The reactants are: [CH:1]([C:3]1[S:7][C:6]([CH:8]=[O:9])=[CH:5][CH:4]=1)=[CH2:2].[BH4-].[Na+]. (2) Given the product [S:23]1[C:27]([C:2]2[CH:3]=[C:4]([N:8]3[C:16]4[CH:15]=[CH:14][C:13]([CH3:17])=[CH:12][C:11]=4[C:10]4[CH2:18][N:19]([CH3:22])[CH2:20][CH2:21][C:9]3=4)[CH:5]=[CH:6][CH:7]=2)=[CH:26][C:25]2[CH:31]=[CH:32][CH:33]=[CH:34][C:24]1=2, predict the reactants needed to synthesize it. The reactants are: Br[C:2]1[CH:3]=[C:4]([N:8]2[C:16]3[CH:15]=[CH:14][C:13]([CH3:17])=[CH:12][C:11]=3[C:10]3[CH2:18][N:19]([CH3:22])[CH2:20][CH2:21][C:9]2=3)[CH:5]=[CH:6][CH:7]=1.[S:23]1[C:27](B(O)O)=[CH:26][C:25]2[CH:31]=[CH:32][CH:33]=[CH:34][C:24]1=2.C([O-])([O-])=O.[K+].[K+].O. (3) Given the product [CH3:12][O:11][C:4]1[CH:5]=[C:6]([CH:9]=[CH:10][C:3]=1[CH:1]=[C:19]([C:16]1[S:17][CH:18]=[C:14]([CH3:13])[N:15]=1)[C:20](=[O:23])[CH2:21][CH3:22])[C:7]#[N:8], predict the reactants needed to synthesize it. The reactants are: [CH:1]([C:3]1[CH:10]=[CH:9][C:6]([C:7]#[N:8])=[CH:5][C:4]=1[O:11][CH3:12])=O.[CH3:13][C:14]1[N:15]=[C:16]([CH2:19][C:20](=[O:23])[CH2:21][CH3:22])[S:17][CH:18]=1.N1CCCCC1.C(O)(=O)C.